This data is from Peptide-MHC class I binding affinity with 185,985 pairs from IEDB/IMGT. The task is: Regression. Given a peptide amino acid sequence and an MHC pseudo amino acid sequence, predict their binding affinity value. This is MHC class I binding data. (1) The peptide sequence is AVFIHNFKRK. The MHC is HLA-B35:01 with pseudo-sequence HLA-B35:01. The binding affinity (normalized) is 0. (2) The peptide sequence is FPRGQGVPI. The MHC is HLA-A11:01 with pseudo-sequence HLA-A11:01. The binding affinity (normalized) is 0.